Dataset: NCI-60 drug combinations with 297,098 pairs across 59 cell lines. Task: Regression. Given two drug SMILES strings and cell line genomic features, predict the synergy score measuring deviation from expected non-interaction effect. Drug 1: CCCCCOC(=O)NC1=NC(=O)N(C=C1F)C2C(C(C(O2)C)O)O. Drug 2: CC1=C(N=C(N=C1N)C(CC(=O)N)NCC(C(=O)N)N)C(=O)NC(C(C2=CN=CN2)OC3C(C(C(C(O3)CO)O)O)OC4C(C(C(C(O4)CO)O)OC(=O)N)O)C(=O)NC(C)C(C(C)C(=O)NC(C(C)O)C(=O)NCCC5=NC(=CS5)C6=NC(=CS6)C(=O)NCCC[S+](C)C)O. Cell line: DU-145. Synergy scores: CSS=29.9, Synergy_ZIP=-2.29, Synergy_Bliss=-1.43, Synergy_Loewe=-11.7, Synergy_HSA=2.82.